The task is: Predict the reaction yield, written as a fraction of the theoretical maximum amount of product (1.0 means a 100% yield; for example, 0.34 means a 34% yield).. This data is from Reaction yield outcomes from USPTO patents with 853,638 reactions. (1) The reactants are CC(C)([O-])C.[K+].Br[C:8]1[CH:13]=[CH:12][C:11]([Cl:14])=[CH:10][CH:9]=1.[CH3:15][O:16][N:17]([CH3:26])[C:18]([CH:20]1[CH2:25][CH2:24][NH:23][CH2:22][CH2:21]1)=[O:19].C1(C)C=CC=CC=1. The catalyst is CCOCC. The product is [Cl:14][C:11]1[CH:12]=[CH:13][C:8]([N:23]2[CH2:24][CH2:25][CH:20]([C:18]([N:17]([O:16][CH3:15])[CH3:26])=[O:19])[CH2:21][CH2:22]2)=[CH:9][CH:10]=1. The yield is 0.583. (2) The reactants are C([NH:9][C:10](=[O:27])[NH:11][C:12]1[S:16][C:15]([C:17]([O:19][C:20]([CH3:23])([CH3:22])[CH3:21])=[O:18])=[C:14]([CH3:24])[C:13]=1[C:25]#[N:26])(=O)C1C=CC=CC=1.[OH-].[Na+]. The catalyst is CCO. The product is [NH2:26][C:25]1[C:13]2[C:14]([CH3:24])=[C:15]([C:17]([O:19][C:20]([CH3:23])([CH3:22])[CH3:21])=[O:18])[S:16][C:12]=2[NH:11][C:10](=[O:27])[N:9]=1. The yield is 0.630. (3) The reactants are [C:1]([O:5][C:6]([C:8]1[CH:9]=[C:10]([S:19]([NH2:22])(=[O:21])=[O:20])[C:11]2[C:16]([C:17]=1[OH:18])=[CH:15][CH:14]=[CH:13][CH:12]=2)=[O:7])([CH3:4])([CH3:3])[CH3:2].[Cl:23][C:24]1[CH:25]=[C:26]([NH:40][C:41](OC2C=CC=CC=2)=[O:42])[C:27](=[CH:38][CH:39]=1)[C:28]([O:30][CH2:31][C:32]1[CH:37]=[CH:36][CH:35]=[CH:34][CH:33]=1)=[O:29]. No catalyst specified. The product is [C:1]([O:5][C:6]([C:8]1[CH:9]=[C:10]([S:19]([NH:22][C:41]([NH:40][C:26]2[CH:25]=[C:24]([Cl:23])[CH:39]=[CH:38][C:27]=2[C:28]([O:30][CH2:31][C:32]2[CH:37]=[CH:36][CH:35]=[CH:34][CH:33]=2)=[O:29])=[O:42])(=[O:20])=[O:21])[C:11]2[C:16](=[CH:15][CH:14]=[CH:13][CH:12]=2)[C:17]=1[OH:18])=[O:7])([CH3:4])([CH3:2])[CH3:3]. The yield is 0.730. (4) The reactants are [Br:1][C:2]1[C:14]2[C:13]3[C:8](=[CH:9][C:10]([CH2:15][OH:16])=[CH:11][CH:12]=3)[NH:7][C:6]=2[C:5]([C:17]([NH2:19])=[O:18])=[CH:4][CH:3]=1.[CH3:20][S:21](Cl)(=[O:23])=[O:22].C([O-])(O)=O.[Na+]. The catalyst is C1COCC1. The product is [CH3:20][S:21]([O:16][CH2:15][C:10]1[CH:11]=[CH:12][C:13]2[C:14]3[C:6](=[C:5]([C:17](=[O:18])[NH2:19])[CH:4]=[CH:3][C:2]=3[Br:1])[NH:7][C:8]=2[CH:9]=1)(=[O:23])=[O:22]. The yield is 0.890.